Dataset: Reaction yield outcomes from USPTO patents with 853,638 reactions. Task: Predict the reaction yield, written as a fraction of the theoretical maximum amount of product (1.0 means a 100% yield; for example, 0.34 means a 34% yield). (1) The reactants are [CH3:1][O:2][C:3]([C:5]1[CH:10]=[CH:9][C:8]([Br:11])=[CH:7][N:6]=1)=[O:4].C1C=C([Cl:18])C=C(C(OO)=O)C=1.BrC1C=CC(C(OC)=O)=[N+]([O-])C=1.P(Cl)(Cl)(Cl)=O. The catalyst is C(Cl)Cl. The product is [CH3:1][O:2][C:3]([C:5]1[CH:10]=[CH:9][C:8]([Br:11])=[C:7]([Cl:18])[N:6]=1)=[O:4]. The yield is 0.590. (2) The reactants are [NH2:1][CH:2]1[CH2:6][CH2:5][N:4]([C:7]2[CH:12]=[CH:11][C:10]([C:13]3[NH:22][C:21](=[O:23])[C:20]4[C:15](=[CH:16][C:17]([O:26][CH3:27])=[CH:18][C:19]=4[O:24][CH3:25])[N:14]=3)=[CH:9][CH:8]=2)[CH2:3]1.CCN(CC)CC.[C:35](Cl)(=[O:37])[CH3:36]. The catalyst is C(Cl)Cl. The product is [CH3:25][O:24][C:19]1[CH:18]=[C:17]([O:26][CH3:27])[CH:16]=[C:15]2[C:20]=1[C:21](=[O:23])[NH:22][C:13]([C:10]1[CH:11]=[CH:12][C:7]([N:4]3[CH2:5][CH2:6][CH:2]([NH:1][C:35](=[O:37])[CH3:36])[CH2:3]3)=[CH:8][CH:9]=1)=[N:14]2. The yield is 0.780. (3) No catalyst specified. The reactants are [C:1]([OH:18])(=O)[CH2:2][CH2:3][CH2:4][CH2:5][CH2:6][CH2:7][CH2:8][CH2:9][CH2:10][CH2:11][CH2:12][CH2:13][CH2:14][CH2:15][CH3:16].[CH3:19][C:20]1[N:21]=[C:22]([NH2:31])[S:23][C:24]=1[CH2:25][CH2:26][O:27][N+:28]([O-:30])=[O:29]. The product is [CH3:19][C:20]1[N:21]=[C:22]([NH:31][C:1](=[O:18])[CH2:2][CH2:3][CH2:4][CH2:5][CH2:6][CH2:7][CH2:8][CH2:9][CH2:10][CH2:11][CH2:12][CH2:13][CH2:14][CH2:15][CH3:16])[S:23][C:24]=1[CH2:25][CH2:26][O:27][N+:28]([O-:30])=[O:29]. The yield is 0.620.